Dataset: Forward reaction prediction with 1.9M reactions from USPTO patents (1976-2016). Task: Predict the product of the given reaction. (1) The product is: [Br:17][CH2:18][CH2:15][CH2:13][CH2:14][CH2:3][C:2]([CH3:24])([CH3:4])[C:1]([O:6][CH2:7][CH3:8])=[O:5]. Given the reactants [C:1]([O:6][CH2:7][CH3:8])(=[O:5])[CH:2]([CH3:4])[CH3:3].C([N-][CH:13]([CH3:15])[CH3:14])(C)C.[Li+].[Br:17][C:18](Br)(CC)CC.[CH2:24]1COCC1, predict the reaction product. (2) Given the reactants Cl[C:2]1[CH:3]=[CH:4][C:5]([N+:9]([O-:11])=[O:10])=[C:6]([CH:8]=1)[NH2:7].[CH3:12][O:13][CH2:14][CH2:15][N:16]1[CH2:21][CH2:20][NH:19][CH2:18][CH2:17]1.C(=O)([O-])[O-].[K+].[K+].O, predict the reaction product. The product is: [CH3:12][O:13][CH2:14][CH2:15][N:16]1[CH2:21][CH2:20][N:19]([C:2]2[CH:3]=[CH:4][C:5]([N+:9]([O-:11])=[O:10])=[C:6]([NH2:7])[CH:8]=2)[CH2:18][CH2:17]1. (3) Given the reactants O[CH:2]1[CH2:7]SC(O)C[S:3]1.[C:9]([CH2:11][C:12]([NH2:14])=[O:13])#[N:10].C(N(CC)CC)C, predict the reaction product. The product is: [NH2:10][C:9]1[S:3][CH:2]=[CH:7][C:11]=1[C:12]([NH2:14])=[O:13]. (4) Given the reactants [F:1][C:2]1[C:3]([O:20]C)=[CH:4][C:5]2[CH2:6][CH2:7][C@H:8]3[C@H:16]4[C@@H:12]([C@@H:13]([OH:17])[CH2:14][CH2:15]4)[CH2:11][CH2:10][C@@H:9]3[C:18]=2[CH:19]=1.CC(C[AlH]CC(C)C)C.O.C(OCC)(=O)C, predict the reaction product. The product is: [F:1][C:2]1[C:3]([OH:20])=[CH:4][C:5]2[CH2:6][CH2:7][C@H:8]3[C@H:16]4[C@@H:12]([CH:13]([OH:17])[CH2:14][CH2:15]4)[CH2:11][CH2:10][C@@H:9]3[C:18]=2[CH:19]=1. (5) The product is: [CH3:14][N:15]1[C:20](=[O:21])[N:19]([CH3:22])[C:18](=[O:23])[C:17]([N:24]2[CH2:29][CH2:28][N:27]([C:5](=[O:6])[C:4]3[CH:8]=[CH:9][CH:10]=[CH:11][C:3]=3[C:2]([F:13])([F:12])[F:1])[C:26](=[O:30])[CH2:25]2)=[N:16]1.[F:1][C:2]([F:13])([F:12])[C:3]1[CH:11]=[CH:10][C:9]([C:2]([F:13])([F:12])[F:1])=[CH:8][C:4]=1[C:5]([N:27]1[CH2:28][CH2:29][N:24]([C:17]2[C:18](=[O:23])[N:19]([CH3:22])[C:20](=[O:21])[N:15]([CH3:14])[N:16]=2)[CH2:25][CH2:26]1)=[O:6]. Given the reactants [F:1][C:2]([F:13])([F:12])[C:3]1[CH:11]=[CH:10][CH:9]=[CH:8][C:4]=1[C:5](Cl)=[O:6].[CH3:14][N:15]1[C:20](=[O:21])[N:19]([CH3:22])[C:18](=[O:23])[C:17]([N:24]2[CH2:29][CH2:28][NH:27][C:26](=[O:30])[CH2:25]2)=[N:16]1, predict the reaction product.